This data is from In vitro SARS-CoV-2 activity screen of 1,480 approved drugs from Prestwick library. The task is: Binary Classification. Given a drug SMILES string, predict its activity (active/inactive) in a high-throughput screening assay against a specified biological target. (1) The molecule is CC(C)(O)c1ccccc1CC[C@@H](SCC1(CC(=O)O)CC1)c1cccc(/C=C/c2ccc3ccc(Cl)cc3n2)c1. The result is 0 (inactive). (2) The compound is CCOC(=O)[C@H](CCc1ccccc1)N[C@@H](C)C(=O)N1C(=O)N(C)C[C@H]1C(=O)O.Cl. The result is 0 (inactive). (3) The molecule is CC[N+](CC)(CC)CCOc1cccc(OCC[N+](CC)(CC)CC)c1OCC[N+](CC)(CC)CC.[I-].[I-].[I-]. The result is 0 (inactive). (4) The molecule is N#Cc1nn(-c2c(Cl)cc(C(F)(F)F)cc2Cl)c(N)c1S(=O)C(F)(F)F. The result is 0 (inactive). (5) The compound is COc1cc([C@@H]2c3cc4c(cc3[C@@H](O[C@@H]3O[C@@H]5CO[C@@H](C)O[C@H]5[C@H](O)[C@H]3O)[C@H]3COC(=O)[C@H]23)OCO4)cc(OC)c1O. The result is 0 (inactive). (6) The molecule is C=C1c2c(Cl)ccc(O)c2C(O)=C2C(=O)[C@]3(O)C(O)=C(C(N)=O)C(=O)[C@@H](N(C)C)[C@@H]3[C@@H](O)[C@H]12.O=C(O)c1cc(S(=O)(=O)O)ccc1O. The result is 0 (inactive). (7) The compound is Cc1onc(-c2c(Cl)cccc2Cl)c1C(=O)N[C@@H]1C(=O)N2[C@@H](C(=O)[O-])C(C)(C)S[C@H]12.O.[Na+]. The result is 0 (inactive).